From a dataset of Full USPTO retrosynthesis dataset with 1.9M reactions from patents (1976-2016). Predict the reactants needed to synthesize the given product. (1) Given the product [CH2:10]([O:12][C:13](=[O:17])[CH:14]=[C:15]([O:8][C:4]1[CH:5]=[CH:6][CH:7]=[C:2]([Cl:1])[C:3]=1[F:9])[CH3:16])[CH3:11], predict the reactants needed to synthesize it. The reactants are: [Cl:1][C:2]1[C:3]([F:9])=[C:4]([OH:8])[CH:5]=[CH:6][CH:7]=1.[CH2:10]([O:12][C:13](=[O:17])[C:14]#[C:15][CH3:16])[CH3:11].N12CCCN=C1CCCCC2. (2) Given the product [CH3:1][O:2][C:3](=[O:13])[C:4]1[C:9]([O:10][CH3:11])=[CH:8][CH:7]=[CH:6][C:5]=1[O:12][C:15]1[CH:20]=[CH:19][C:18]([F:21])=[CH:17][C:16]=1[N+:22]([O-:24])=[O:23].[CH3:25][O:26][C:27](=[O:45])[C:28]1[C:33]([O:34][CH3:35])=[CH:32][CH:31]=[CH:30][C:29]=1[O:36][C:37]1[CH:42]=[CH:41][C:40]([F:43])=[CH:39][C:38]=1[NH:44][C:3]([NH:46][C:47]1[S:48][CH:49]=[CH:50][N:51]=1)=[O:13], predict the reactants needed to synthesize it. The reactants are: [CH3:1][O:2][C:3](=[O:13])[C:4]1[C:9]([O:10][CH3:11])=[CH:8][CH:7]=[CH:6][C:5]=1[OH:12].F[C:15]1[CH:20]=[CH:19][C:18]([F:21])=[CH:17][C:16]=1[N+:22]([O-:24])=[O:23].[CH3:25][O:26][C:27](=[O:45])[C:28]1[C:33]([O:34][CH3:35])=[CH:32][CH:31]=[CH:30][C:29]=1[O:36][C:37]1[CH:42]=[CH:41][C:40]([F:43])=[CH:39][C:38]=1[NH2:44].[NH2:46][C:47]1[S:48][CH:49]=[CH:50][N:51]=1.